This data is from Merck oncology drug combination screen with 23,052 pairs across 39 cell lines. The task is: Regression. Given two drug SMILES strings and cell line genomic features, predict the synergy score measuring deviation from expected non-interaction effect. Drug 1: C=CCn1c(=O)c2cnc(Nc3ccc(N4CCN(C)CC4)cc3)nc2n1-c1cccc(C(C)(C)O)n1. Drug 2: CCC1(O)C(=O)OCc2c1cc1n(c2=O)Cc2cc3c(CN(C)C)c(O)ccc3nc2-1. Cell line: PA1. Synergy scores: synergy=3.10.